Dataset: Full USPTO retrosynthesis dataset with 1.9M reactions from patents (1976-2016). Task: Predict the reactants needed to synthesize the given product. (1) The reactants are: [CH3:1][C:2]1[C:24]([C:25]2[C:26]([CH3:52])=[CH:27][C:28]3[C:38]([CH:39]([CH3:41])[CH3:40])=[C:37]([O:42]C(C)=O)[C:36]([O:46]C(C)=O)=[C:35](C=O)[C:29]=3[C:30]=2[O:31]C(C)=O)=[C:23]([O:53]C(C)=O)[C:5]2=[C:6](C=O)[C:7]([O:17]C(C)=O)=[C:8]([O:13]C(C)=O)[C:9]([CH:10]([CH3:12])[CH3:11])=[C:4]2[CH:3]=1. Given the product [CH:10]([C:9]1[C:4]2[C:5]([CH:6]=[C:7]([OH:17])[C:8]=1[OH:13])=[C:23]([OH:53])[C:24]([C:25]1[C:30]([OH:31])=[C:29]3[C:28](=[CH:27][C:26]=1[CH3:52])[C:38]([CH:39]([CH3:40])[CH3:41])=[C:37]([OH:42])[C:36]([OH:46])=[CH:35]3)=[C:2]([CH3:1])[CH:3]=2)([CH3:11])[CH3:12], predict the reactants needed to synthesize it. (2) Given the product [Br:1][C:2]1[C:3]([CH3:25])=[C:4]([N:8]2[C:13](=[O:14])[CH:12]=[CH:11][NH:10][C:9]2=[O:24])[CH:5]=[CH:6][CH:7]=1, predict the reactants needed to synthesize it. The reactants are: [Br:1][C:2]1[C:3]([CH3:25])=[C:4]([N:8]2[C:13](=[O:14])[CH:12]=[CH:11][N:10](CC3C=CC(OC)=CC=3)[C:9]2=[O:24])[CH:5]=[CH:6][CH:7]=1.FC(F)(F)S(O)(=O)=O. (3) Given the product [S:34]1[C:35]2[CH:40]=[CH:39][CH:38]=[CH:37][C:36]=2[C:32]([N:26]2[CH2:27][CH2:28][N:29]([CH2:8][CH2:9][CH2:10][C:11]3[CH:12]=[C:13]4[C:18](=[CH:19][C:20]=3[F:21])[NH:17][C:16](=[O:22])[CH2:15][C:14]4([CH3:24])[CH3:23])[CH2:30][CH2:31]2)=[N:33]1, predict the reactants needed to synthesize it. The reactants are: C(=O)([O-])[O-].[K+].[K+].Cl[CH2:8][CH2:9][CH2:10][C:11]1[CH:12]=[C:13]2[C:18](=[CH:19][C:20]=1[F:21])[NH:17][C:16](=[O:22])[CH2:15][C:14]2([CH3:24])[CH3:23].Cl.[N:26]1([C:32]2[C:36]3[CH:37]=[CH:38][CH:39]=[CH:40][C:35]=3[S:34][N:33]=2)[CH2:31][CH2:30][NH:29][CH2:28][CH2:27]1. (4) The reactants are: COC1[CH:4]=[C:5]([NH:9][C:10]2[CH:26]=[CH:25][C:13]3[S:14][C:15]([C:18]4[CH:23]=[CH:22][N:21]=[C:20]([NH2:24])[N:19]=4)=[C:16]([CH3:17])[C:12]=3[CH:11]=2)[CH:6]=[CH:7][CH:8]=1.[N:27]1C=CC=C(N)C=1.COC1C=C(C=CC=1)N. Given the product [CH3:17][C:16]1[C:12]2[CH:11]=[C:10]([NH:9][C:5]3[CH:4]=[N:27][CH:8]=[CH:7][CH:6]=3)[CH:26]=[CH:25][C:13]=2[S:14][C:15]=1[C:18]1[CH:23]=[CH:22][N:21]=[C:20]([NH2:24])[N:19]=1, predict the reactants needed to synthesize it. (5) Given the product [CH2:36]([O:35][C:33]([N:6]1[CH2:5][CH2:4][C:3]2[C:8](=[C:9]([OH:12])[CH:10]=[CH:11][C:2]=2[Br:1])[CH2:7]1)=[O:34])[C:37]1[CH:42]=[CH:41][CH:40]=[CH:39][CH:38]=1, predict the reactants needed to synthesize it. The reactants are: [Br:1][C:2]1[CH:11]=[CH:10][C:9]([O:12]C)=[C:8]2[C:3]=1[CH2:4][CH2:5][N:6]=[CH:7]2.[Cl-].[Al+3].[Cl-].[Cl-].C([O-])(O)=O.[Na+].[BH4-].[Na+].C(N(CC)CC)C.Cl[C:33]([O:35][CH2:36][C:37]1[CH:42]=[CH:41][CH:40]=[CH:39][CH:38]=1)=[O:34]. (6) Given the product [CH3:1][S:2]([O:5][C:6]1[CH:11]=[CH:10][CH:9]=[C:8]([C:12]2[O:13][C:14]([CH3:29])=[C:15]([CH2:17][O:18][C:19]3[CH:24]=[CH:23][C:22]([CH2:25][O:30][C:31]4[C:35]([CH:36]=[O:37])=[CH:34][N:33]([C:38]5[CH:39]=[CH:40][CH:41]=[CH:42][CH:43]=5)[N:32]=4)=[CH:21][C:20]=3[O:27][CH3:28])[N:16]=2)[CH:7]=1)(=[O:4])=[O:3], predict the reactants needed to synthesize it. The reactants are: [CH3:1][S:2]([O:5][C:6]1[CH:11]=[CH:10][CH:9]=[C:8]([C:12]2[O:13][C:14]([CH3:29])=[C:15]([CH2:17][O:18][C:19]3[CH:24]=[CH:23][C:22]([CH2:25]Cl)=[CH:21][C:20]=3[O:27][CH3:28])[N:16]=2)[CH:7]=1)(=[O:4])=[O:3].[OH:30][C:31]1[C:35]([CH:36]=[O:37])=[CH:34][N:33]([C:38]2[CH:43]=[CH:42][CH:41]=[CH:40][CH:39]=2)[N:32]=1.CN(C)C=O.[H-].[Na+]. (7) Given the product [OH:26][C:25]1[C:27]([CH2:15][CH2:16][CH:17]([CH3:20])[CH3:18])=[C:28]([OH:32])[C:29]([CH2:9][CH2:8][CH:5]([CH3:4])[CH3:6])([CH2:21][CH2:22][CH:24]([CH3:30])[CH3:25])[C:30](=[O:31])[C:24]=1[C:22](=[O:23])[CH2:21][CH2:20][C:17]1[CH:16]=[CH:15][C:14]([F:13])=[CH:19][CH:18]=1, predict the reactants needed to synthesize it. The reactants are: FC1C=[CH:6][C:5]([CH2:8][CH2:9]C(O)=O)=[CH:4]C=1.[F:13][C:14]1[CH:19]=[CH:18][C:17]([CH2:20][CH2:21][C:22]([C:24]2[C:30]([OH:31])=[CH:29][C:28]([OH:32])=[CH:27][C:25]=2[OH:26])=[O:23])=[CH:16][CH:15]=1.